Predict the product of the given reaction. From a dataset of Forward reaction prediction with 1.9M reactions from USPTO patents (1976-2016). Given the reactants [H-].[Na+].[N:3]1[CH:8]=[CH:7][CH:6]=[CH:5][C:4]=1[CH2:9][CH2:10][OH:11].[NH2:12][C:13]1[N:18]=[C:17](S(C)(=O)=O)[C:16]([C:23]2[CH:24]=[CH:25][C:26](=[O:32])[N:27]([CH:29]([CH3:31])[CH3:30])[N:28]=2)=[C:15]([C:33]2[CH:38]=[CH:37][CH:36]=[CH:35][CH:34]=2)[N:14]=1, predict the reaction product. The product is: [NH2:12][C:13]1[N:14]=[C:15]([C:33]2[CH:34]=[CH:35][CH:36]=[CH:37][CH:38]=2)[C:16]([C:23]2[CH:24]=[CH:25][C:26](=[O:32])[N:27]([CH:29]([CH3:30])[CH3:31])[N:28]=2)=[C:17]([O:11][CH2:10][CH2:9][C:4]2[CH:5]=[CH:6][CH:7]=[CH:8][N:3]=2)[N:18]=1.